Task: Predict the product of the given reaction.. Dataset: Forward reaction prediction with 1.9M reactions from USPTO patents (1976-2016) (1) Given the reactants [CH2:1]([O:3][C:4](=[O:21])[CH2:5][C:6](=[O:20])[CH2:7][CH2:8][NH:9][C:10]([O:12][CH2:13][C:14]1[CH:19]=[CH:18][CH:17]=[CH:16][CH:15]=1)=[O:11])[CH3:2].C1C=C[NH+]=CC=1.[Br:28][Br-]Br.O, predict the reaction product. The product is: [CH2:1]([O:3][C:4](=[O:21])[CH2:5][C:6](=[O:20])[CH:7]([Br:28])[CH2:8][NH:9][C:10]([O:12][CH2:13][C:14]1[CH:19]=[CH:18][CH:17]=[CH:16][CH:15]=1)=[O:11])[CH3:2]. (2) The product is: [NH:1]([C:21]([O:20][C:17]([CH3:19])([CH3:18])[CH3:16])=[O:22])[C@H:2]([C:13]([OH:15])=[O:14])[CH2:3][C:4]1[C:12]2[C:7](=[CH:8][CH:9]=[CH:10][CH:11]=2)[NH:6][CH:5]=1. Given the reactants [NH2:1][C@H:2]([C:13]([OH:15])=[O:14])[CH2:3][C:4]1[C:12]2[C:7](=[CH:8][CH:9]=[CH:10][CH:11]=2)[NH:6][CH:5]=1.[CH3:16][C:17]([O:20][C:21](O[C:21]([O:20][C:17]([CH3:19])([CH3:18])[CH3:16])=[O:22])=[O:22])([CH3:19])[CH3:18].C1COCC1, predict the reaction product. (3) Given the reactants [OH:1][B:2]1[C:6]2[CH:7]=[C:8]([C:11]#[N:12])[CH:9]=[CH:10][C:5]=2[CH2:4][O:3]1.CN(C([O:20]N1N=NC2C=CC=NC1=2)=[N+](C)C)C.F[P-](F)(F)(F)(F)F.CCN(C(C)C)C(C)C.N[C:47]1[CH:52]=[CH:51][CH:50]=[CH:49][CH:48]=1.C1CCN2C(=NCCC2)CC1, predict the reaction product. The product is: [OH:1][B:2]1[C:6]2[CH:7]=[C:8]([C:11]([NH:12][C:47]3[CH:52]=[CH:51][CH:50]=[CH:49][CH:48]=3)=[O:20])[CH:9]=[CH:10][C:5]=2[CH2:4][O:3]1. (4) Given the reactants [Br:1][C:2]1[CH:11]=[C:10]([CH3:12])[CH:9]=[CH:8][C:3]=1[C:4]([O:6]C)=O.[CH3:13][CH2:14][Mg+].[Br-].[CH2:17]1COC[CH2:18]1, predict the reaction product. The product is: [Br:1][C:2]1[CH:11]=[C:10]([CH3:12])[CH:9]=[CH:8][C:3]=1[C:4]([OH:6])([CH2:13][CH3:14])[CH2:17][CH3:18]. (5) Given the reactants [CH3:1][NH2:2].O.C(O[C:7]([C:9]1[C:14]([NH2:15])=[CH:13][CH:12]=[C:11]([Br:16])[N:10]=1)=[O:8])C, predict the reaction product. The product is: [NH2:15][C:14]1[C:9]([C:7]([NH:2][CH3:1])=[O:8])=[N:10][C:11]([Br:16])=[CH:12][CH:13]=1. (6) Given the reactants [OH:1][C:2]1[C:10]2[CH:9]=[C:8]([C:11]3[O:15][N:14]=[C:13]([CH3:16])[CH:12]=3)[O:7][C:6]=2[CH:5]=[CH:4][CH:3]=1.S(C1C=CC([N+]([O-])=O)=CC=1)(O[CH2:21][C@H:22]1[O:24][CH2:23]1)(=O)=O.C(=O)([O-])[O-].[K+].[K+], predict the reaction product. The product is: [CH2:21]([O:1][C:2]1[C:10]2[CH:9]=[C:8]([C:11]3[O:15][N:14]=[C:13]([CH3:16])[CH:12]=3)[O:7][C:6]=2[CH:5]=[CH:4][CH:3]=1)[C@H:22]1[O:24][CH2:23]1.